Dataset: Forward reaction prediction with 1.9M reactions from USPTO patents (1976-2016). Task: Predict the product of the given reaction. (1) Given the reactants Br[C:2]1[N:7]=[C:6]([CH2:8][N:9]2[CH:15]3[CH2:16][CH2:17][N:12]([CH2:13][CH2:14]3)[CH2:11][CH2:10]2)[CH:5]=[CH:4][CH:3]=1.C1COCC1.[C:23]1(B(O)O)[CH:28]=[CH:27][CH:26]=[CH:25][CH:24]=1.C(=O)([O-])[O-].[K+].[K+], predict the reaction product. The product is: [C:23]1([C:2]2[N:7]=[C:6]([CH2:8][N:9]3[CH:15]4[CH2:16][CH2:17][N:12]([CH2:13][CH2:14]4)[CH2:11][CH2:10]3)[CH:5]=[CH:4][CH:3]=2)[CH:28]=[CH:27][CH:26]=[CH:25][CH:24]=1. (2) Given the reactants [C:1]([O:5][C:6]([NH:8][C:9]1[S:13][C:12]([C:14]([OH:16])=[O:15])=[C:11]([CH3:17])[C:10]=1[C:18]#[N:19])=[O:7])([CH3:4])([CH3:3])[CH3:2].[N:20]1[CH:25]=[CH:24][CH:23]=[CH:22][C:21]=1[C:26]1[S:27][C:28]([CH2:31][N:32]2[CH2:37][CH2:36][CH:35]([CH2:38]O)[CH2:34][CH2:33]2)=[CH:29][N:30]=1.Cl.CN(C)CCCN=C=NCC.C(N(CC)C(C)C)(C)C.C(=O)(O)[O-].[Na+], predict the reaction product. The product is: [C:1]([O:5][C:6]([NH:8][C:9]1[S:13][C:12]([C:14]([O:16][CH2:38][CH:35]2[CH2:36][CH2:37][N:32]([CH2:31][C:28]3[S:27][C:26]([C:21]4[CH:22]=[CH:23][CH:24]=[CH:25][N:20]=4)=[N:30][CH:29]=3)[CH2:33][CH2:34]2)=[O:15])=[C:11]([CH3:17])[C:10]=1[C:18]#[N:19])=[O:7])([CH3:4])([CH3:2])[CH3:3]. (3) Given the reactants [NH2:1][C:2]1[C:3]([C:17]#[N:18])=[N:4][C:5]([C:9]2[CH:14]=[CH:13][C:12](=[O:15])[N:11]([CH3:16])[CH:10]=2)=[CH:6][N+:7]=1[O-:8].Br.CC(O)=[O:22].[OH-].[Na+], predict the reaction product. The product is: [NH2:1][C:2]1[C:3]([C:17]([NH2:18])=[O:22])=[N:4][C:5]([C:9]2[CH:14]=[CH:13][C:12](=[O:15])[N:11]([CH3:16])[CH:10]=2)=[CH:6][N+:7]=1[O-:8]. (4) The product is: [Br:17][C:18]1[CH:19]=[CH:20][C:21]([N:26]2[CH2:31][CH2:30][CH2:29][CH2:28][CH:27]2[CH3:32])=[C:22](/[CH:23]=[CH:11]/[C:12]([O:14][CH2:15][CH3:16])=[O:13])[CH:25]=1. Given the reactants [H-].[Na+].C(OP([CH2:11][C:12]([O:14][CH2:15][CH3:16])=[O:13])(OCC)=O)C.[Br:17][C:18]1[CH:19]=[CH:20][C:21]([N:26]2[CH2:31][CH2:30][CH2:29][CH2:28][CH:27]2[CH3:32])=[C:22]([CH:25]=1)[CH:23]=O.O, predict the reaction product.